Dataset: HIV replication inhibition screening data with 41,000+ compounds from the AIDS Antiviral Screen. Task: Binary Classification. Given a drug SMILES string, predict its activity (active/inactive) in a high-throughput screening assay against a specified biological target. (1) The compound is C=CCC1(OCc2ccccc2)C(=O)C(=O)OC1C1COC(C)(C)O1. The result is 0 (inactive). (2) The molecule is NC(CCCNCc1ccccc1)C(=O)O. The result is 0 (inactive). (3) The compound is Cc1ccc(NP2(=O)N(Cc3ccc(Cl)cc3)CCCN2Cc2ccc(Cl)cc2)cc1. The result is 0 (inactive).